Dataset: Full USPTO retrosynthesis dataset with 1.9M reactions from patents (1976-2016). Task: Predict the reactants needed to synthesize the given product. The reactants are: Cl[C:2]1[CH:3]=[CH:4][C:5]2[N:6]([CH:8]=[C:9]([NH:11][C:12](=[O:14])[CH3:13])[N:10]=2)[N:7]=1.[CH3:15][C:16]1[CH:21]=[CH:20][C:19]([S:22]([NH:25][C:26]2[CH:31]=[CH:30][CH:29]=[C:28](B3OC(C)(C)C(C)(C)O3)[CH:27]=2)(=[O:24])=[O:23])=[CH:18][CH:17]=1.C(=O)([O-])[O-].[Na+].[Na+]. Given the product [CH3:15][C:16]1[CH:17]=[CH:18][C:19]([S:22]([NH:25][C:26]2[CH:31]=[C:30]([C:2]3[CH:3]=[CH:4][C:5]4[N:6]([CH:8]=[C:9]([NH:11][C:12](=[O:14])[CH3:13])[N:10]=4)[N:7]=3)[CH:29]=[CH:28][CH:27]=2)(=[O:24])=[O:23])=[CH:20][CH:21]=1, predict the reactants needed to synthesize it.